This data is from Experimentally validated miRNA-target interactions with 360,000+ pairs, plus equal number of negative samples. The task is: Binary Classification. Given a miRNA mature sequence and a target amino acid sequence, predict their likelihood of interaction. (1) The miRNA is rno-miR-27a-5p with sequence AGGGCUUAGCUGCUUGUGAGCA. The protein sequence of the target gene is MPGSDTALTVDRTYSDPGRHHRCKSRVDRHDMNTLSLPLNIRRGGSDTNLNFDVPDGILDFHKVKLNADSLRQKILKVTEQIKIEQTSRDGNVAEYLKLVSSADKQQAGRIKQVFEKKNQKSAHSIAQLQKKLEQYHRKLREIEQNGVTRSSKDISKDSLKEIHHSLKDAHVKSRTAPHCLESSKSSMPGVSLTPPVFVFNKSREFANLIRNKFGSADNIAHLKNSLEEFRPEASPRAYGGSATIVNKPKYGSDDECSSGTSGSADSNGNQSFGAGGTSTLDSQGKIAKIMEELREIKVT.... Result: 0 (no interaction). (2) The miRNA is hsa-miR-4690-5p with sequence GAGCAGGCGAGGCUGGGCUGAA. The protein sequence of the target gene is MEPPAAKRSRGCPAGPEERDAGAGAARGRGRPEALLDLSAKRVAESWAFEQVEERFSRVPEPVQKRIVFWSFPRSEREICMYSSLGYPPPEGEHDARVPFTRGLHLLQSGAVDRVLQVGFHLSGNIREPGSPGEPERLYHVSISFDRCKITSVSCGCDNRDLFYCAHVVALSLYRIRHAHQVELRLPISETLSQMNRDQLQKFVQYLISAHHTEVLPTAQRLADEILLLGSEINLVNGAPDPTAGAGIEDANCWHLDEEQIQEQVKQLLSNGGYYGASQQLRSMFSKVREMLRMRDSNGA.... Result: 1 (interaction). (3) The miRNA is mmu-miR-142a-5p with sequence CAUAAAGUAGAAAGCACUACU. The protein sequence of the target gene is MVCFRLFPVPGSGLVLVCLVLGAVRSYALELNLTDSENATCLYAKWQMNFTVRYETTNKTYKTVTISDHGTVTYNGSICGDDQNGPKIAVQFGPGFSWIANFTKAASTYSIDSVSFSYNTGDNTTFPDAEDKGILTVDELLAIRIPLNDLFRCNSLSTLEKNDVVQHYWDVLVQAFVQNGTVSTNEFLCDKDKTSTVAPTIHTTVPSPTTTPTPKEKPEAGTYSVNNGNDTCLLATMGLQLNITQDKVASVININPNTTHSTGSCRSHTALLRLNSSTIKYLDFVFAVKNENRFYLKEVN.... Result: 0 (no interaction). (4) The miRNA is mmu-miR-340-5p with sequence UUAUAAAGCAAUGAGACUGAUU. The protein sequence of the target gene is MENGAVYSPTTEAAPGTGRGARSGLAAYFVLGRLPWHRRILKGLQLLLSLLAFICEEVVSECGLCGGLYFFEFVSCSAFLLSLLLLIVYCTPVHDRVDTGKVKSSDFYITLGTGCVFLLASIIFVSTHSGTSAEIAAIVFGFLASSMFLLDFVVMLCEKLRESPLRKPENNAKVEALTEPLNA. Result: 1 (interaction). (5) The miRNA is hsa-miR-98-5p with sequence UGAGGUAGUAAGUUGUAUUGUU. The protein sequence of the target gene is MDRNPSPPPPTCGSEDEEDLGGGDRIGSTVYSKHWLFGVLSGLIQIVTPESGTSGSADEEEQADLAEEMENEICRVWDMSMDEDVALFLQEFKAPDIFMGVLAKSPCPRLREICVGILGNMACFREICESISKNEDHGQVLLQCLCDSDPPTLLETCRLLLTCLSQTEVASVWVRRIREHPSVYANVCFIMSSSTNVDLLVKVGEVVDKLFDLDEKLMLEWIRKGATRLPGQPHEDSEEQPVFSIVPCVLEAAKQVRSENLEGLDVYMRILQLLTTVDDGVQAIVQCPDTGNDTWRLLFD.... Result: 0 (no interaction). (6) The miRNA is cel-miR-229-5p with sequence AAUGACACUGGUUAUCUUUUCCAUCG. The protein sequence of the target gene is MNTTDSGVNCLCAICGDRATGKHYGASSCDGCKGFFRRSIRKSHVYSCRFSRQCVVDKDKRNQCRYCRLRKCFRAGMKKEAVQNERDRISTRRSTYEGSNIPSINTLAQAEVRSCQISVPSPSSSTDINIKKIASISDVCESMKQQLLVLVEWAKYIPAFCELPLDDQVALLRAHAGEHLLLGATKRSMMYKDILLLGNHYVIHRNSCEVEVSRVANRVLDELVRPFQEIQIDDNEYACLKAIVFFDPDAKGLSDPVKIKNMRFQVQISLEDYINDRQYDSRGRFGELLLLLPTLQSITW.... Result: 0 (no interaction).